The task is: Predict the product of the given reaction.. This data is from Forward reaction prediction with 1.9M reactions from USPTO patents (1976-2016). (1) Given the reactants Br[C:2]1[CH:3]=[C:4]([O:23][C:24]2[C:25]([CH3:30])=[N:26][CH:27]=[CH:28][CH:29]=2)[C:5]([NH:8][C:9]2[S:13][N:12]=[C:11]([CH:14]3[CH2:19][CH2:18][N:17]([C:20](=[O:22])[CH3:21])[CH2:16][CH2:15]3)[N:10]=2)=[N:6][CH:7]=1.CC1(C)C2C(=C(P(C3C=CC=CC=3)C3C=CC=CC=3)C=CC=2)OC2C(P(C3C=CC=CC=3)C3C=CC=CC=3)=CC=CC1=2.[O-]P([O-])([O-])=O.[K+].[K+].[K+].[CH3:81][C:82]1[CH:87]=[CH:86][CH:85]=[C:84]([CH3:88])[C:83]=1[SH:89], predict the reaction product. The product is: [CH3:81][C:82]1[CH:87]=[CH:86][CH:85]=[C:84]([CH3:88])[C:83]=1[S:89][C:2]1[CH:3]=[C:4]([O:23][C:24]2[C:25]([CH3:30])=[N:26][CH:27]=[CH:28][CH:29]=2)[C:5]([NH:8][C:9]2[S:13][N:12]=[C:11]([CH:14]3[CH2:19][CH2:18][N:17]([C:20](=[O:22])[CH3:21])[CH2:16][CH2:15]3)[N:10]=2)=[N:6][CH:7]=1. (2) Given the reactants C(C([CH:19]([CH:21]([CH2:23][CH2:24][CH2:25][CH2:26][CH2:27][CH2:28][CH2:29][CH2:30][CH2:31][CH2:32][CH2:33][CH2:34][CH2:35][CH2:36][CH2:37][CH3:38])[OH:22])[OH:20])O)CCCCCCCCCCCCCCC.[C:39]([Br:43])(Br)(Br)Br.[C:57]1(P([C:57]2[CH:62]=[CH:61][CH:60]=[CH:59][CH:58]=2)[C:57]2[CH:62]=[CH:61][CH:60]=[CH:59][CH:58]=2)[CH:62]=[CH:61][CH:60]=[CH:59][CH:58]=1, predict the reaction product. The product is: [CH2:23]([CH:21]([OH:22])[CH:19]([O:20][CH2:19][CH2:21][CH2:23][CH2:24][CH2:25][CH2:26][CH2:27][CH2:28][CH2:29][CH2:30][CH2:58][CH2:59][CH2:60][CH2:61][CH2:62][CH3:57])[CH2:39][Br:43])[CH2:24][CH2:25][CH2:26][CH2:27][CH2:28][CH2:29][CH2:30][CH2:31][CH2:32][CH2:33][CH2:34][CH2:35][CH2:36][CH2:37][CH3:38]. (3) Given the reactants NC1C=CC(C(OC)=O)=C(Cl)C=1C#C.[NH2:15][C:16]1[C:25]([Cl:26])=[CH:24][C:19]([C:20]([O:22][CH3:23])=[O:21])=[C:18]([CH3:27])[C:17]=1[C:28]#[C:29][Si](C)(C)C, predict the reaction product. The product is: [NH2:15][C:16]1[C:25]([Cl:26])=[CH:24][C:19]([C:20]([O:22][CH3:23])=[O:21])=[C:18]([CH3:27])[C:17]=1[C:28]#[CH:29]. (4) Given the reactants [OH-].[K+].N(CN[C:7](N)=[O:8])=O.[CH2:10]([O:12]CC)C.[C:15]([O:19][C:20](=[O:42])[NH:21][C@@H:22]1[CH2:27][CH2:26][CH2:25][N:24]([C:28]2[C:33]([N+:34]([O-:36])=[O:35])=[C:32]([NH:37][CH3:38])[N:31]=[C:30](OC=O)[CH:29]=2)[CH2:23]1)([CH3:18])([CH3:17])[CH3:16], predict the reaction product. The product is: [C:15]([O:19][C:20](=[O:42])[NH:21][C@@H:22]1[CH2:27][CH2:26][CH2:25][N:24]([C:28]2[C:33]([N+:34]([O-:36])=[O:35])=[C:32]([NH:37][CH3:38])[N:31]=[C:30]([C:10]([O:8][CH3:7])=[O:12])[CH:29]=2)[CH2:23]1)([CH3:16])([CH3:17])[CH3:18].